From a dataset of Full USPTO retrosynthesis dataset with 1.9M reactions from patents (1976-2016). Predict the reactants needed to synthesize the given product. The reactants are: [CH:1]1([CH2:4][N:5]2[C:13]3[C:8](=[CH:9][CH:10]=[C:11]([O:14][CH2:15][CH3:16])[CH:12]=3)[C:7]([F:17])=[C:6]2[C:18]2[CH:23]=[CH:22][C:21]([NH2:24])=[CH:20][CH:19]=2)[CH2:3][CH2:2]1.[CH:25]([O:28][C:29](Cl)=[O:30])([CH3:27])[CH3:26]. Given the product [CH:25]([O:28][C:29](=[O:30])[NH:24][C:21]1[CH:20]=[CH:19][C:18]([C:6]2[N:5]([CH2:4][CH:1]3[CH2:3][CH2:2]3)[C:13]3[C:8]([C:7]=2[F:17])=[CH:9][CH:10]=[C:11]([O:14][CH2:15][CH3:16])[CH:12]=3)=[CH:23][CH:22]=1)([CH3:27])[CH3:26], predict the reactants needed to synthesize it.